Task: Predict the reaction yield, written as a fraction of the theoretical maximum amount of product (1.0 means a 100% yield; for example, 0.34 means a 34% yield).. Dataset: Reaction yield outcomes from USPTO patents with 853,638 reactions (1) The reactants are S(Cl)(Cl)=O.[Cl:5][C:6]1[CH:7]=[C:8]([OH:16])[C:9]([CH3:15])=[C:10]([CH:14]=1)[C:11]([OH:13])=[O:12].[CH3:17]O. No catalyst specified. The yield is 0.647. The product is [Cl:5][C:6]1[CH:7]=[C:8]([OH:16])[C:9]([CH3:15])=[C:10]([CH:14]=1)[C:11]([O:13][CH3:17])=[O:12]. (2) The reactants are [N:1]1[N:2]([C:6]2[CH:24]=[CH:23][CH:22]=[CH:21][C:7]=2[CH2:8][N:9]2[CH2:14][CH2:13][CH2:12][C:11]3([CH2:19][CH2:18][NH:17][CH2:16][CH2:15]3)[C:10]2=[O:20])[N:3]=[CH:4][CH:5]=1.C(N(C(C)C)CC)(C)C.Cl[C:35]1[N:40]=[C:39]([CH3:41])[CH:38]=[C:37]([CH3:42])[N:36]=1. The catalyst is C(#N)C. The product is [N:1]1[N:2]([C:6]2[CH:24]=[CH:23][CH:22]=[CH:21][C:7]=2[CH2:8][N:9]2[CH2:14][CH2:13][CH2:12][C:11]3([CH2:15][CH2:16][N:17]([C:35]4[N:40]=[C:39]([CH3:41])[CH:38]=[C:37]([CH3:42])[N:36]=4)[CH2:18][CH2:19]3)[C:10]2=[O:20])[N:3]=[CH:4][CH:5]=1. The yield is 0.510. (3) The reactants are I[C:2]1[C:3]([O:10][CH3:11])=[N:4][C:5]([O:8][CH3:9])=[N:6][CH:7]=1.[C:12]([C:14]1[N:19]=[C:18](B2OC(C)(C)C(C)(C)O2)[CH:17]=[CH:16][CH:15]=1)#[N:13].C([O-])([O-])=O.[Na+].[Na+].C1C=CC(P(C2C=CC=CC=2)C2C=CC=CC=2)=CC=1. The catalyst is C(O)CC.CC([O-])=O.CC([O-])=O.[Pd+2]. The product is [CH3:9][O:8][C:5]1[N:4]=[C:3]([O:10][CH3:11])[C:2]([C:18]2[N:19]=[C:14]([C:12]#[N:13])[CH:15]=[CH:16][CH:17]=2)=[CH:7][N:6]=1. The yield is 0.440. (4) The reactants are [CH:1]1([OH:6])[CH2:5][CH:4]=[CH:3][CH2:2]1.O[N:8]1[C:16](=[O:17])[C:15]2[C:10](=[CH:11][CH:12]=[CH:13][CH:14]=2)[C:9]1=[O:18].C1(P(C2C=CC=CC=2)C2C=CC=CC=2)C=CC=CC=1.CC(OC(/N=N/C(OC(C)C)=O)=O)C.N#N. The catalyst is C(Cl)Cl.O. The product is [CH:1]1([O:6][N:8]2[C:16](=[O:17])[C:15]3[C:10](=[CH:11][CH:12]=[CH:13][CH:14]=3)[C:9]2=[O:18])[CH2:5][CH:4]=[CH:3][CH2:2]1. The yield is 0.320. (5) The reactants are C(OC([N:8]1[CH2:13][CH2:12][N:11]([C:14]2[N:15]=[N:16][C:17]([C:25]([F:28])([F:27])[F:26])=[C:18]([C:20]3[CH:24]=[CH:23][S:22][CH:21]=3)[CH:19]=2)[CH2:10][CH2:9]1)=O)(C)(C)C.C(OC(N1CCN(C2N=NC(C(F)(F)F)=C(C3C=CC(F)=CC=3)C=2)CC1)=O)(C)(C)C. The catalyst is CO. The product is [N:11]1([C:14]2[N:15]=[N:16][C:17]([C:25]([F:27])([F:26])[F:28])=[C:18]([C:20]3[CH:24]=[CH:23][S:22][CH:21]=3)[CH:19]=2)[CH2:10][CH2:9][NH:8][CH2:13][CH2:12]1. The yield is 0.870.